Task: Regression/Classification. Given a drug SMILES string, predict its absorption, distribution, metabolism, or excretion properties. Task type varies by dataset: regression for continuous measurements (e.g., permeability, clearance, half-life) or binary classification for categorical outcomes (e.g., BBB penetration, CYP inhibition). For this dataset (lipophilicity_astrazeneca), we predict Y.. Dataset: Experimental lipophilicity measurements (octanol/water distribution) for 4,200 compounds from AstraZeneca (1) The drug is CN(C)CC(O)COc1ccc(Nc2cc(N(CCC#N)c3cc(Cl)ccc3Cl)ncn2)cc1. The Y is 2.10 logD. (2) The drug is COc1ccc(C(=O)Nc2cc(NC(=O)c3cccc(N(C)C)c3)ccc2Br)cc1OC. The Y is 3.49 logD. (3) The drug is Cc1ncc(-c2nc(Nc3ccc(C(=O)N4CC[C@H](N(C)C)C4)cc3)ncc2F)n1C(C)C. The Y is 2.16 logD. (4) The molecule is O=C(Nc1ccc(O)cc1)c1ccc(O)cc1. The Y is 1.50 logD. (5) The drug is Cc1ccc(S(=O)(=O)Nc2c(C(=O)NC(C)C)c(C)nn2-c2ccccc2)cc1. The Y is 0.460 logD. (6) The molecule is N#Cc1cnn2c(NC3CC3)cc(-n3ccc4ccc(CO)cc43)nc12. The Y is 3.09 logD. (7) The drug is CC1Cc2ccccc2N1NC(=O)c1ccc(Cl)c(S(N)(=O)=O)c1. The Y is 1.83 logD.